From a dataset of Peptide-MHC class II binding affinity with 134,281 pairs from IEDB. Regression. Given a peptide amino acid sequence and an MHC pseudo amino acid sequence, predict their binding affinity value. This is MHC class II binding data. The peptide sequence is SNMTQRVVIALLVLAKK. The MHC is HLA-DQA10601-DQB10402 with pseudo-sequence HLA-DQA10601-DQB10402. The binding affinity (normalized) is 0.